Task: Regression. Given a peptide amino acid sequence and an MHC pseudo amino acid sequence, predict their binding affinity value. This is MHC class I binding data.. Dataset: Peptide-MHC class I binding affinity with 185,985 pairs from IEDB/IMGT (1) The peptide sequence is GYQPYRVVVL. The MHC is HLA-A23:01 with pseudo-sequence HLA-A23:01. The binding affinity (normalized) is 0.632. (2) The peptide sequence is RECYVQRFYL. The MHC is HLA-B18:01 with pseudo-sequence HLA-B18:01. The binding affinity (normalized) is 0.422. (3) The peptide sequence is MTYLDGHPV. The MHC is HLA-B14:02 with pseudo-sequence HLA-B14:02. The binding affinity (normalized) is 0.213. (4) The peptide sequence is RQFPTHFEF. The MHC is Mamu-B3901 with pseudo-sequence Mamu-B3901. The binding affinity (normalized) is 0.750. (5) The peptide sequence is GTTTTTTTTTT. The MHC is Mamu-A01 with pseudo-sequence Mamu-A01. The binding affinity (normalized) is 0.136. (6) The peptide sequence is ETIEDYLGY. The MHC is HLA-B18:01 with pseudo-sequence HLA-B18:01. The binding affinity (normalized) is 0.0847. (7) The peptide sequence is VSSLWSIIWP. The MHC is HLA-A01:01 with pseudo-sequence HLA-A01:01. The binding affinity (normalized) is 0.